Predict the product of the given reaction. From a dataset of Forward reaction prediction with 1.9M reactions from USPTO patents (1976-2016). (1) The product is: [CH:1]1([CH2:4][N:5]2[C@@H:17]3[CH2:22][CH2:21][CH2:20][CH2:19][C@H:18]3[O:23][C@@H:10]([C:11]3[CH:16]=[CH:15][CH:14]=[CH:13][CH:12]=3)[C@@H:8]([OH:9])[C:6]2=[O:7])[CH2:2][CH2:3]1. Given the reactants [CH:1]1([CH2:4][N:5]([C@@H:17]2[CH2:22][CH2:21][CH2:20][CH2:19][C@H:18]2[OH:23])[C:6]([C@H:8]2[C@H:10]([C:11]3[CH:16]=[CH:15][CH:14]=[CH:13][CH:12]=3)[O:9]2)=[O:7])[CH2:3][CH2:2]1, predict the reaction product. (2) Given the reactants [CH2:1]([C:3]1[CH:4]=[C:5]([CH2:11][C@@H:12]([NH:16][C:17]([N:19]2[CH2:24][CH2:23][CH:22]([N:25]3[CH2:31][CH2:30][C:29]4[CH:32]=[CH:33][CH:34]=[CH:35][C:28]=4[NH:27][C:26]3=[O:36])[CH2:21][CH2:20]2)=[O:18])[C:13](O)=[O:14])[CH:6]=[CH:7][C:8]=1[CH2:9][CH3:10])[CH3:2].[NH:37]1[CH2:42][CH2:41][CH:40]([C:43]2[CH:48]=[CH:47][N:46]=[CH:45][CH:44]=2)[CH2:39][CH2:38]1, predict the reaction product. The product is: [CH2:1]([C:3]1[CH:4]=[C:5]([CH:6]=[CH:7][C:8]=1[CH2:9][CH3:10])[CH2:11][C@@H:12]([NH:16][C:17]([N:19]1[CH2:24][CH2:23][CH:22]([N:25]2[CH2:31][CH2:30][C:29]3[CH:32]=[CH:33][CH:34]=[CH:35][C:28]=3[NH:27][C:26]2=[O:36])[CH2:21][CH2:20]1)=[O:18])[C:13](=[O:14])[N:46]1[CH2:45][CH2:44][CH:43]([C:40]2[CH:41]=[CH:42][N:37]=[CH:38][CH:39]=2)[CH2:48][CH2:47]1)[CH3:2]. (3) Given the reactants [CH:1]([C:3]1[CH:7]=[CH:6][S:5][C:4]=1[CH:8]([CH2:11][CH2:12][CH3:13])[C:9]#[N:10])=O.Cl.NO.C([O-])(=O)C.[Na+].C1N=C[N:24](C(N2C=NC=C2)=O)C=1, predict the reaction product. The product is: [C:1]([C:3]1[CH:7]=[CH:6][S:5][C:4]=1[CH:8]([CH2:11][CH2:12][CH3:13])[C:9]#[N:10])#[N:24]. (4) Given the reactants [CH3:1][O:2][C:3]1[CH:8]=[CH:7][C:6]([C:9]([C:32]2[CH:37]=[CH:36][C:35]([O:38][CH3:39])=[CH:34][CH:33]=2)([C:26]2[CH:31]=[CH:30][CH:29]=[CH:28][CH:27]=2)[NH:10][C:11]2[CH2:12][S:13][CH2:14][C@:15]([C:18]3[CH:23]=[C:22](Br)[CH:21]=[CH:20][C:19]=3[F:25])([CH3:17])[N:16]=2)=[CH:5][CH:4]=1.CC(C)([O-])C.[Na+].C(P(C(C)(C)C)C1C=CC=CC=1C1C(C(C)C)=CC(C(C)C)=CC=1C(C)C)(C)(C)C.[C:76](=[NH:89])([C:83]1[CH:88]=[CH:87][CH:86]=[CH:85][CH:84]=1)[C:77]1[CH:82]=[CH:81][CH:80]=[CH:79][CH:78]=1, predict the reaction product. The product is: [CH3:1][O:2][C:3]1[CH:8]=[CH:7][C:6]([C:9]([C:32]2[CH:37]=[CH:36][C:35]([O:38][CH3:39])=[CH:34][CH:33]=2)([C:26]2[CH:31]=[CH:30][CH:29]=[CH:28][CH:27]=2)[NH:10][C:11]2[CH2:12][S:13][CH2:14][C@:15]([C:18]3[CH:23]=[C:22]([N:89]=[C:76]([C:77]4[CH:82]=[CH:81][CH:80]=[CH:79][CH:78]=4)[C:83]4[CH:88]=[CH:87][CH:86]=[CH:85][CH:84]=4)[CH:21]=[CH:20][C:19]=3[F:25])([CH3:17])[N:16]=2)=[CH:5][CH:4]=1. (5) Given the reactants CO[Na].[CH2:4]([N:11]1[C:15](=[O:16])/[C:14](=[C:17](\[NH:27][CH2:28][C:29]2[CH:34]=[CH:33][CH:32]=[CH:31][N:30]=2)/[CH2:18][C:19]2[CH:24]=[CH:23][CH:22]=[C:21]([O:25][CH3:26])[CH:20]=2)/[C:13]([CH2:35][C:36]([O:38]C)=O)=[N:12]1)[C:5]1[CH:10]=[CH:9][CH:8]=[CH:7][CH:6]=1, predict the reaction product. The product is: [CH2:4]([N:11]1[C:15](=[O:16])[C:14]2=[C:17]([CH2:18][C:19]3[CH:24]=[CH:23][CH:22]=[C:21]([O:25][CH3:26])[CH:20]=3)[N:27]([CH2:28][C:29]3[CH:34]=[CH:33][CH:32]=[CH:31][N:30]=3)[C:36](=[O:38])[CH:35]=[C:13]2[NH:12]1)[C:5]1[CH:6]=[CH:7][CH:8]=[CH:9][CH:10]=1. (6) Given the reactants [CH2:1]([N:9]1[CH2:14][CH2:13][CH:12]([NH:15]C(=O)CC)[CH2:11][CH2:10]1)[CH2:2][C:3]1[CH:8]=[CH:7][CH:6]=[CH:5][CH:4]=1.C(N1CCC(=[O:34])CC1)CC1C=CC=CC=1.Cl.NO, predict the reaction product. The product is: [CH2:1]([N:9]1[CH2:14][CH2:13][C:12](=[N:15][OH:34])[CH2:11][CH2:10]1)[CH2:2][C:3]1[CH:8]=[CH:7][CH:6]=[CH:5][CH:4]=1. (7) Given the reactants [H-].[Al+3].[Li+].[H-].[H-].[H-].[Cl:7][C:8]1[CH:13]=[CH:12][C:11]([CH:14]=[CH:15][C:16](O)=[O:17])=[CH:10][CH:9]=1.Cl, predict the reaction product. The product is: [Cl:7][C:8]1[CH:9]=[CH:10][C:11]([CH2:14][CH2:15][CH2:16][OH:17])=[CH:12][CH:13]=1. (8) Given the reactants [Cl:1][C:2]1[C:10]2[N:9]=[C:8]3[N:11]([C:15]4[CH:20]=[CH:19][C:18]([O:21][CH3:22])=[CH:17][C:16]=4[Cl:23])[CH2:12][CH2:13][CH2:14][N:7]3[C:6]=2[C:5]([CH:24]([CH:26]2[CH2:28][CH2:27]2)[OH:25])=[CH:4][CH:3]=1.N(C(N1CCCCC1)=O)=NC(N1CCCCC1)=O.C(P(CCCC)CCCC)CCC.[F:60][C:61]([F:65])([F:64])[CH2:62]O, predict the reaction product. The product is: [Cl:1][C:2]1[C:10]2[N:9]=[C:8]3[N:11]([C:15]4[CH:20]=[CH:19][C:18]([O:21][CH3:22])=[CH:17][C:16]=4[Cl:23])[CH2:12][CH2:13][CH2:14][N:7]3[C:6]=2[C:5]([CH:24]([CH:26]2[CH2:28][CH2:27]2)[O:25][CH2:62][C:61]([F:65])([F:64])[F:60])=[CH:4][CH:3]=1. (9) The product is: [O:26]=[C:8]1[C:7]2[C:10]([CH:9]=[CH:21][N:23]=2)=[N:11][C:12]1=[O:13]. Given the reactants C1C([C:7]2[NH:23][C:21](=O)[C:9]3=[C:10](C4C=CC(Cl)=CC=4)[NH:11][C:12](=[O:13])[C:8]=23)=CC=C(Cl)C=1.S(=O)(=O)(O)[OH:26], predict the reaction product. (10) Given the reactants [Cl:1][C:2]1[C:11]2[N:10]([CH3:12])[O:9][C@H:8]3[NH:13][C@H:14]([C:16]([O:18][C@@H:19]4[C@:28]5([OH:29])[C@H:23]([C@H:24]([C:31]([CH3:33])=[CH2:32])[CH2:25][CH2:26][C@H:27]5[CH3:30])[CH:22]=[C:21]([CH3:34])[C@H:20]4[O:35]C(=O)C)=[O:17])[CH2:15][C@@:7]3([OH:39])[C:6]=2[CH:5]=[CH:4][CH:3]=1.Cl.CCCCCC, predict the reaction product. The product is: [Cl:1][C:2]1[C:11]2[N:10]([CH3:12])[O:9][C@H:8]3[NH:13][C@H:14]([C:16]([O:18][C@@H:19]4[C@:28]5([OH:29])[C@H:23]([C@H:24]([C:31]([CH3:33])=[CH2:32])[CH2:25][CH2:26][C@H:27]5[CH3:30])[CH:22]=[C:21]([CH3:34])[C@H:20]4[OH:35])=[O:17])[CH2:15][C@@:7]3([OH:39])[C:6]=2[CH:5]=[CH:4][CH:3]=1.